From a dataset of Full USPTO retrosynthesis dataset with 1.9M reactions from patents (1976-2016). Predict the reactants needed to synthesize the given product. (1) The reactants are: [OH:1][CH2:2][CH:3]1[CH2:8][CH2:7][N:6]([C:9]([O:11][C:12]([CH3:15])([CH3:14])[CH3:13])=[O:10])[CH2:5][CH2:4]1.C(N(C(C)C)CC)(C)C.ClC(Cl)(O[C:29](=[O:35])OC(Cl)(Cl)Cl)Cl.[NH2:37][C:38]1[CH:43]=[CH:42][CH:41]=[CH:40][C:39]=1[C:44]1[S:45][C:46]([C:50]([NH:52][CH3:53])=[O:51])=[C:47]([CH3:49])[N:48]=1. Given the product [CH3:49][C:47]1[N:48]=[C:44]([C:39]2[CH:40]=[CH:41][CH:42]=[CH:43][C:38]=2[NH:37][C:29]([O:1][CH2:2][CH:3]2[CH2:8][CH2:7][N:6]([C:9]([O:11][C:12]([CH3:15])([CH3:14])[CH3:13])=[O:10])[CH2:5][CH2:4]2)=[O:35])[S:45][C:46]=1[C:50]([NH:52][CH3:53])=[O:51], predict the reactants needed to synthesize it. (2) Given the product [Cl:1][C:2]1[C:3]([NH:18][CH:19]2[CH2:20][CH2:21][C:22]3([CH2:23][CH2:24][N:25]([C:33](=[O:34])[CH2:32][C:30]#[N:31])[CH2:26][CH2:27]3)[CH2:28][CH2:29]2)=[N:4][C:5]([NH:8][C:9]2[CH:10]=[N:11][N:12]([CH2:14][CH:15]3[CH2:17][CH2:16]3)[CH:13]=2)=[N:6][CH:7]=1, predict the reactants needed to synthesize it. The reactants are: [Cl:1][C:2]1[C:3]([NH:18][CH:19]2[CH2:29][CH2:28][C:22]3([CH2:27][CH2:26][NH:25][CH2:24][CH2:23]3)[CH2:21][CH2:20]2)=[N:4][C:5]([NH:8][C:9]2[CH:10]=[N:11][N:12]([CH2:14][CH:15]3[CH2:17][CH2:16]3)[CH:13]=2)=[N:6][CH:7]=1.[C:30]([CH2:32][C:33](O)=[O:34])#[N:31].C1C=NC2N(O)N=NC=2C=1.CCN=C=NCCCN(C)C. (3) Given the product [Cl:10][C:7]1[CH:8]=[CH:9][C:4]([N:3]([CH2:1][CH3:2])[C:17]([C@@H:19]2[C:28]3[C:23](=[CH:24][CH:25]=[CH:26][CH:27]=3)[N:22]([C:29]([C:31]3[CH:36]=[CH:35][N:34]=[CH:33][CH:32]=3)=[O:30])[C@@H:21]([CH3:37])[CH2:20]2)=[O:18])=[CH:5][CH:6]=1, predict the reactants needed to synthesize it. The reactants are: [CH2:1]([NH:3][C:4]1[CH:9]=[CH:8][C:7]([Cl:10])=[CH:6][CH:5]=1)[CH3:2].C[Al](C)C.CO[C:17]([C@H:19]1[C:28]2[C:23](=[CH:24][CH:25]=[CH:26][CH:27]=2)[N:22]([C:29]([C:31]2[CH:36]=[CH:35][N:34]=[CH:33][CH:32]=2)=[O:30])[C@@H:21]([CH3:37])[CH2:20]1)=[O:18]. (4) The reactants are: [Cl:1][C:2]1[CH:3]=[CH:4][C:5]([N:17]2[CH2:21][CH2:20][CH2:19][C:18]2=[O:22])=[C:6]([CH:16]=1)[CH2:7][NH:8]C(=O)OC(C)(C)C.Cl.O1CCOCC1. Given the product [ClH:1].[NH2:8][CH2:7][C:6]1[CH:16]=[C:2]([Cl:1])[CH:3]=[CH:4][C:5]=1[N:17]1[CH2:21][CH2:20][CH2:19][C:18]1=[O:22], predict the reactants needed to synthesize it.